This data is from Forward reaction prediction with 1.9M reactions from USPTO patents (1976-2016). The task is: Predict the product of the given reaction. (1) Given the reactants [Cl:1][C:2]1[CH:7]=[C:6]([Cl:8])[CH:5]=[CH:4][C:3]=1[C:9]1[N:10]=[C:11](/[CH:16]=[CH:17]/[C:18]2[CH:23]=[CH:22][C:21]([C:24]3[CH:29]=[CH:28][C:27]([C:30]4[NH:34][C:33]5[CH:35]=[CH:36][C:37]([C:39]([OH:41])=[O:40])=[CH:38][C:32]=5[N:31]=4)=[CH:26][CH:25]=3)=[CH:20][CH:19]=2)[N:12]([CH2:14][CH3:15])[CH:13]=1.[CH2:42](Br)[CH3:43], predict the reaction product. The product is: [Cl:1][C:2]1[CH:7]=[C:6]([Cl:8])[CH:5]=[CH:4][C:3]=1[C:9]1[N:10]=[C:11](/[CH:16]=[CH:17]/[C:18]2[CH:19]=[CH:20][C:21]([C:24]3[CH:29]=[CH:28][C:27]([C:30]4[N:31]([CH2:42][CH3:43])[C:32]5[CH:38]=[C:37]([C:39]([OH:41])=[O:40])[CH:36]=[CH:35][C:33]=5[N:34]=4)=[CH:26][CH:25]=3)=[CH:22][CH:23]=2)[N:12]([CH2:14][CH3:15])[CH:13]=1. (2) The product is: [Br:8][C:9]1[CH:16]=[CH:15][C:12]([CH2:13][N:1]([CH2:5][CH2:6][OH:7])[CH2:2][CH2:3][OH:4])=[CH:11][CH:10]=1. Given the reactants [NH:1]([CH2:5][CH2:6][OH:7])[CH2:2][CH2:3][OH:4].[Br:8][C:9]1[CH:16]=[CH:15][C:12]([CH2:13]Br)=[CH:11][CH:10]=1, predict the reaction product. (3) The product is: [C:18](=[O:26])([O:5][C:3]([CH3:6])([CH3:4])[C:2]([F:8])([F:7])[F:1])[O:19][C:20]1[CH:25]=[CH:24][CH:23]=[CH:22][N:21]=1. Given the reactants [F:1][C:2]([F:8])([F:7])[C:3]([CH3:6])([OH:5])[CH3:4].CCN(C(C)C)C(C)C.[C:18](=O)([O:26]C1C=CC=CN=1)[O:19][C:20]1[CH:25]=[CH:24][CH:23]=[CH:22][N:21]=1, predict the reaction product. (4) Given the reactants [Br:1][C:2]1[CH:7]=[CH:6][C:5]([CH:8]([NH:10][C:11](=[O:13])[CH3:12])[CH3:9])=[CH:4][CH:3]=1.I[CH3:15], predict the reaction product. The product is: [Br:1][C:2]1[CH:3]=[CH:4][C:5]([CH:8]([N:10]([CH3:15])[C:11](=[O:13])[CH3:12])[CH3:9])=[CH:6][CH:7]=1. (5) Given the reactants Cl[C:2]1[N:7]=[CH:6][C:5]([C:8]([N:10]2[CH2:15][CH2:14][N:13]([CH:16]([CH3:18])[CH3:17])[CH2:12][CH2:11]2)=[O:9])=[CH:4][CH:3]=1.Cl[C:20]1[CH:28]=[CH:27][C:23](C(O)=O)=[CH:22][N:21]=1.[CH:29]([N:32]1CCNCC1)(C)[CH3:30].C1C=CC2N(O)N=NC=2C=1.C(Cl)CCl.CN1CCOCC1, predict the reaction product. The product is: [NH3:7].[CH:16]([N:13]1[CH2:14][CH2:15][N:10]([C:8]([C:5]2[CH:6]=[N:7][C:2]([NH:32][CH2:29][CH2:30][N:21]3[CH2:20][CH2:28][CH2:27][CH2:23][CH2:22]3)=[CH:3][CH:4]=2)=[O:9])[CH2:11][CH2:12]1)([CH3:18])[CH3:17].